This data is from Catalyst prediction with 721,799 reactions and 888 catalyst types from USPTO. The task is: Predict which catalyst facilitates the given reaction. (1) Reactant: [N:1]1([CH2:7][C:8]2[CH:9]=[C:10]([NH:14][C:15]([C:17]3[CH:18]=[C:19]4[C:24](=[CH:25][CH:26]=3)[C:23](Cl)=[N:22][N:21]=[C:20]4[Cl:28])=[O:16])[CH:11]=[CH:12][CH:13]=2)[CH2:6][CH2:5][CH2:4][CH2:3][CH2:2]1.[OH-].[Na+].[O:31]1CCOCC1.Cl. Product: [N:1]1([CH2:7][C:8]2[CH:9]=[C:10]([NH:14][C:15]([C:17]3[CH:18]=[C:19]4[C:24](=[CH:25][CH:26]=3)[C:23](=[O:31])[NH:22][N:21]=[C:20]4[Cl:28])=[O:16])[CH:11]=[CH:12][CH:13]=2)[CH2:6][CH2:5][CH2:4][CH2:3][CH2:2]1. The catalyst class is: 6. (2) Reactant: [C:1]([CH2:3][C:4](OCC)=O)#[N:2].[H-].[Na+].[Cl:11][C:12]1[CH:13]=[C:14]([F:19])C(F)=[N:16][CH:17]=1.O. Product: [Cl:11][C:12]1[CH:13]=[C:14]([F:19])[C:4]([CH2:3][C:1]#[N:2])=[N:16][CH:17]=1. The catalyst class is: 16. (3) Reactant: Cl[CH2:2][C:3]1[CH:17]=[CH:16][C:6]2[N:7]([CH:12]3[CH2:15][CH2:14][CH2:13]3)[C:8](=[O:11])[N:9]([CH3:10])[C:5]=2[CH:4]=1.[C-:18]#[N:19].[Na+]. Product: [CH:12]1([N:7]2[C:6]3[CH:16]=[CH:17][C:3]([CH2:2][C:18]#[N:19])=[CH:4][C:5]=3[N:9]([CH3:10])[C:8]2=[O:11])[CH2:15][CH2:14][CH2:13]1. The catalyst class is: 58. (4) Reactant: Br[C:2]1[C:11]2[C:6](=[CH:7][CH:8]=[C:9]([C:12]3[CH:17]=[CH:16][C:15]([F:18])=[CH:14][C:13]=3[F:19])[CH:10]=2)[N:5]=[C:4]([C:20]2[CH:21]=[N:22][CH:23]=[CH:24][CH:25]=2)[N:3]=1.C([Sn](CCCC)(CCCC)[C:31]1[N:32]=[CH:33][S:34][CH:35]=1)CCC. Product: [F:19][C:13]1[CH:14]=[C:15]([F:18])[CH:16]=[CH:17][C:12]=1[C:9]1[CH:10]=[C:11]2[C:6](=[CH:7][CH:8]=1)[N:5]=[C:4]([C:20]1[CH:21]=[N:22][CH:23]=[CH:24][CH:25]=1)[N:3]=[C:2]2[C:31]1[N:32]=[CH:33][S:34][CH:35]=1. The catalyst class is: 184. (5) Reactant: [C:1]([O:5][C:6]([N:8]([CH3:33])[CH2:9][CH2:10][CH:11]([C:27]1[CH:32]=[CH:31][CH:30]=[CH:29][CH:28]=1)[O:12][C:13]1[CH:14]=[C:15]([C:23](OC)=[O:24])[CH:16]=[C:17]([CH:22]=1)[C:18](OC)=[O:19])=[O:7])([CH3:4])([CH3:3])[CH3:2].[H-].[Al+3].[Li+].[H-].[H-].[H-]. Product: [OH:24][CH2:23][C:15]1[CH:14]=[C:13]([CH:22]=[C:17]([CH2:18][OH:19])[CH:16]=1)[O:12][CH:11]([C:27]1[CH:32]=[CH:31][CH:30]=[CH:29][CH:28]=1)[CH2:10][CH2:9][N:8]([CH3:33])[C:6](=[O:7])[O:5][C:1]([CH3:3])([CH3:2])[CH3:4]. The catalyst class is: 1. (6) Reactant: C[O:2][C:3]1[CH:4]=[C:5]2[C:10](=[CH:11][CH:12]=1)[CH2:9][NH:8][CH2:7][CH2:6]2. Product: [OH:2][C:3]1[CH:4]=[C:5]2[C:10](=[CH:11][CH:12]=1)[CH2:9][NH:8][CH2:7][CH2:6]2. The catalyst class is: 201.